Dataset: Forward reaction prediction with 1.9M reactions from USPTO patents (1976-2016). Task: Predict the product of the given reaction. (1) Given the reactants [CH2:1]([O:3][CH:4]([O:9][CH2:10][CH3:11])[C:5](=[NH:8])[O:6][CH3:7])[CH3:2].C(N(CC)CC)C.[CH3:19][N:20]1[C:24]([C:25](Cl)=[O:26])=[CH:23][CH:22]=[N:21]1, predict the reaction product. The product is: [CH2:10]([O:9][CH:4]([O:3][CH2:1][CH3:2])/[C:5](=[N:8]/[C:25]([C:24]1[N:20]([CH3:19])[N:21]=[CH:22][CH:23]=1)=[O:26])/[O:6][CH3:7])[CH3:11]. (2) Given the reactants [CH:1]1([CH2:4][CH2:5]O)[CH2:3][CH2:2]1.CC1(C)N([O])C(C)(C)CCC1.C(O)(=O)C.C(O)(=O)C.IC1C=CC=CC=1.[Cl-].[Li+].C(OP([CH2:43][C:44]([O:46][CH3:47])=[O:45])(OCC)=O)C.C1CCN2C(=NCCC2)CC1.C1(CC=O)CC1, predict the reaction product. The product is: [CH:1]1([CH2:4]/[CH:5]=[CH:43]/[C:44]([O:46][CH3:47])=[O:45])[CH2:2][CH2:3]1. (3) Given the reactants [CH:1]1([C:4]([N:6]2[CH2:18][C:17](=O)[C:16]3[C:15]4[C:14]([C:20]([O:22]C)=O)=[CH:13][CH:12]=[CH:11][C:10]=4[NH:9][C:8]=3[CH2:7]2)=[O:5])[CH2:3][CH2:2]1.O.NN.C1C2NC3C=CC=C4C(=O)[NH:41][N:42]=C(C=2C=34)CC1, predict the reaction product. The product is: [CH:1]1([C:4]([N:6]2[CH2:7][C:8]3[NH:9][C:10]4[CH:11]=[CH:12][CH:13]=[C:14]5[C:20](=[O:22])[NH:41][N:42]=[C:17]([C:16]=3[C:15]=45)[CH2:18]2)=[O:5])[CH2:3][CH2:2]1.